Dataset: Merck oncology drug combination screen with 23,052 pairs across 39 cell lines. Task: Regression. Given two drug SMILES strings and cell line genomic features, predict the synergy score measuring deviation from expected non-interaction effect. (1) Synergy scores: synergy=17.9. Cell line: DLD1. Drug 2: O=C(NOCC(O)CO)c1ccc(F)c(F)c1Nc1ccc(I)cc1F. Drug 1: CCN(CC)CCNC(=O)c1c(C)[nH]c(C=C2C(=O)Nc3ccc(F)cc32)c1C. (2) Synergy scores: synergy=-11.5. Drug 1: CCC1=CC2CN(C1)Cc1c([nH]c3ccccc13)C(C(=O)OC)(c1cc3c(cc1OC)N(C)C1C(O)(C(=O)OC)C(OC(C)=O)C4(CC)C=CCN5CCC31C54)C2. Drug 2: CC1(c2nc3c(C(N)=O)cccc3[nH]2)CCCN1. Cell line: NCIH2122. (3) Drug 1: Cc1nc(Nc2ncc(C(=O)Nc3c(C)cccc3Cl)s2)cc(N2CCN(CCO)CC2)n1. Drug 2: CCc1cnn2c(NCc3ccc[n+]([O-])c3)cc(N3CCCCC3CCO)nc12. Cell line: OCUBM. Synergy scores: synergy=25.7. (4) Drug 1: CC(=O)OC1C(=O)C2(C)C(O)CC3OCC3(OC(C)=O)C2C(OC(=O)c2ccccc2)C2(O)CC(OC(=O)C(O)C(NC(=O)c3ccccc3)c3ccccc3)C(C)=C1C2(C)C. Drug 2: Cn1cc(-c2cnn3c(N)c(Br)c(C4CCCNC4)nc23)cn1. Cell line: LOVO. Synergy scores: synergy=9.88.